Dataset: Peptide-MHC class II binding affinity with 134,281 pairs from IEDB. Task: Regression. Given a peptide amino acid sequence and an MHC pseudo amino acid sequence, predict their binding affinity value. This is MHC class II binding data. The peptide sequence is IPLYRNGDFFISSKD. The MHC is DRB1_0901 with pseudo-sequence DRB1_0901. The binding affinity (normalized) is 0.315.